From a dataset of Reaction yield outcomes from USPTO patents with 853,638 reactions. Predict the reaction yield, written as a fraction of the theoretical maximum amount of product (1.0 means a 100% yield; for example, 0.34 means a 34% yield). (1) The product is [CH2:1]([O:17][CH2:18][CH2:19][CH2:20][O:21][S:30]([CH3:29])(=[O:32])=[O:31])[CH2:2][CH2:3][CH2:4][CH2:5][CH2:6][CH2:7][CH2:8][CH2:9][CH2:10][CH2:11][CH2:12][CH2:13][CH2:14][CH:15]=[CH2:16]. The reactants are [CH2:1]([O:17][CH2:18][CH2:19][CH2:20][OH:21])[CH2:2][CH2:3][CH2:4][CH2:5][CH2:6][CH2:7][CH2:8][CH2:9][CH2:10][CH2:11][CH2:12][CH2:13][CH2:14][CH:15]=[CH2:16].CCN(CC)CC.[CH3:29][S:30](Cl)(=[O:32])=[O:31]. The yield is 1.00. The catalyst is CN(C1C=CN=CC=1)C.C(Cl)Cl. (2) The yield is 0.520. The reactants are [O:1]1[CH:5]=[CH:4][CH:3]=[C:2]1[C:6]1[O:7][C:8]([CH3:40])=[C:9]([CH2:11][O:12][C:13]2[CH:37]=[CH:36][C:16]([CH2:17][O:18][C:19]3[C:23]([C:24](OCC)=[O:25])=[CH:22][N:21]([CH2:29][C:30]4[CH:31]=[N:32][CH:33]=[CH:34][CH:35]=4)[N:20]=3)=[CH:15][C:14]=2[O:38][CH3:39])[N:10]=1.[H-].[Al+3].[Li+].[H-].[H-].[H-].O.O.O.O.O.O.O.O.O.O.S([O-])([O-])(=O)=O.[Na+].[Na+]. The catalyst is O1CCCC1.C(OCC)(=O)C. The product is [O:1]1[CH:5]=[CH:4][CH:3]=[C:2]1[C:6]1[O:7][C:8]([CH3:40])=[C:9]([CH2:11][O:12][C:13]2[CH:37]=[CH:36][C:16]([CH2:17][O:18][C:19]3[C:23]([CH2:24][OH:25])=[CH:22][N:21]([CH2:29][C:30]4[CH:31]=[N:32][CH:33]=[CH:34][CH:35]=4)[N:20]=3)=[CH:15][C:14]=2[O:38][CH3:39])[N:10]=1. (3) The reactants are [CH:1]([C:4]1[C:8]2=[N:9][C:10]([C:13]([NH:15][C:16]3[CH:17]=[N:18][CH:19]=[CH:20][C:21]=3[C@@H:22]3[CH2:27][C@H:26]([CH3:28])[CH2:25][C@H:24]([NH:29]C(=O)OC(C)(C)C)[CH2:23]3)=[O:14])=[CH:11][CH:12]=[C:7]2[O:6][CH:5]=1)([CH3:3])[CH3:2]. The catalyst is CO.[Pd]. The product is [NH2:29][C@H:24]1[CH2:25][C@@H:26]([CH3:28])[CH2:27][C@@H:22]([C:21]2[CH:20]=[CH:19][N:18]=[CH:17][C:16]=2[NH:15][C:13]([C:10]2[N:9]=[C:8]3[C:4]([CH:1]([CH3:3])[CH3:2])=[CH:5][O:6][C:7]3=[CH:12][CH:11]=2)=[O:14])[CH2:23]1. The yield is 0.310. (4) The reactants are Cl[C:2]1[N:3]=[C:4]2[C:9](=[CH:10][CH:11]=1)[N:8]=[CH:7][C:6]1[CH:12]=[CH:13][C:14](=[O:27])[N:15]([C:16]3[CH:21]=[CH:20][C:19]([C:22]([CH3:26])([CH3:25])[C:23]#[N:24])=[CH:18][CH:17]=3)[C:5]2=1.[N:28]1[C:37]2[C:32](=[CH:33][CH:34]=[CH:35][CH:36]=2)[CH:31]=[C:30](OB(O)O)[CH:29]=1.C(=O)([O-])[O-].[Na+].[Na+]. The product is [CH3:26][C:22]([C:19]1[CH:18]=[CH:17][C:16]([N:15]2[C:5]3[C:4]4[C:9](=[CH:10][CH:11]=[C:2]([C:30]5[CH:29]=[N:28][C:37]6[C:32]([CH:31]=5)=[CH:33][CH:34]=[CH:35][CH:36]=6)[N:3]=4)[N:8]=[CH:7][C:6]=3[CH:12]=[CH:13][C:14]2=[O:27])=[CH:21][CH:20]=1)([CH3:25])[C:23]#[N:24]. The yield is 0.279. The catalyst is C1(C)C=CC=CC=1.C(O)C.C1(P(C2C=CC=CC=2)C2C=CC=CC=2)C=CC=CC=1.C1(P(C2C=CC=CC=2)C2C=CC=CC=2)C=CC=CC=1.C1(P(C2C=CC=CC=2)C2C=CC=CC=2)C=CC=CC=1.C1(P(C2C=CC=CC=2)C2C=CC=CC=2)C=CC=CC=1.[Pd]. (5) The reactants are Br[C:2]1[CH:7]=[CH:6][C:5]([C:8]2[N:9]=[C:10]([C:13]3[CH:17]=[C:16]([CH3:18])[N:15]([CH2:19][C:20]4[CH:25]=[CH:24]C(C)=[CH:22][CH:21]=4)[N:14]=3)[O:11][CH:12]=2)=[CH:4][CH:3]=1.[C:27]1(B2OC(C)(C)C(C)(C)O2)[CH2:32][CH2:31][CH2:30][CH2:29][CH:28]=1.C(=O)([O-])[O-].[Na+].[Na+].CO[CH2:50][CH2:51]OC. The catalyst is C1(P([Pd-4](P(C2C=CC=CC=2)(C2C=CC=CC=2)C2C=CC=CC=2)(P(C2C=CC=CC=2)(C2C=CC=CC=2)C2C=CC=CC=2)P(C2C=CC=CC=2)(C2C=CC=CC=2)C2C=CC=CC=2)(C2C=CC=CC=2)C2C=CC=CC=2)C=CC=CC=1. The product is [C:27]1([C:2]2[CH:3]=[CH:4][C:5]([C:8]3[N:9]=[C:10]([C:13]4[CH:17]=[C:16]([CH3:18])[N:15]([CH2:19][C:20]5[CH:21]=[CH:22][C:50]([CH3:51])=[CH:24][CH:25]=5)[N:14]=4)[O:11][CH:12]=3)=[CH:6][CH:7]=2)[CH2:32][CH2:31][CH2:30][CH2:29][CH:28]=1. The yield is 0.570. (6) The reactants are [C:1]([N:8]1[CH2:14][CH2:13][CH2:12][C@H:9]1[CH:10]=O)([O:3][C:4]([CH3:7])([CH3:6])[CH3:5])=[O:2].C1C=CC(P(C2C=CC=CC=2)C2C=CC=CC=2)=CC=1.[C:34](Br)(Br)([Br:36])[Br:35].C([O-])(O)=O.[Na+]. The catalyst is C(Cl)Cl. The product is [C:4]([O:3][C:1]([N:8]1[CH2:14][CH2:13][CH2:12][CH:9]1[CH:10]=[C:34]([Br:36])[Br:35])=[O:2])([CH3:7])([CH3:6])[CH3:5]. The yield is 0.740.